This data is from Catalyst prediction with 721,799 reactions and 888 catalyst types from USPTO. The task is: Predict which catalyst facilitates the given reaction. (1) Reactant: [NH2:1][C:2]1[CH:7]=[CH:6][C:5]([CH:8]([CH2:17][CH:18]2[CH2:22][CH2:21][CH2:20][CH2:19]2)[C:9]([NH:11][C:12]2[S:13][CH:14]=[CH:15][N:16]=2)=[O:10])=[CH:4][CH:3]=1.C(N(CC)C(C)C)(C)C.[N+:32]([C:35]1[CH:40]=[CH:39][C:38]([S:41](Cl)(=[O:43])=[O:42])=[CH:37][CH:36]=1)([O-:34])=[O:33]. Product: [CH:18]1([CH2:17][CH:8]([C:5]2[CH:4]=[CH:3][C:2]([NH:1][S:41]([C:38]3[CH:37]=[CH:36][C:35]([N+:32]([O-:34])=[O:33])=[CH:40][CH:39]=3)(=[O:42])=[O:43])=[CH:7][CH:6]=2)[C:9]([NH:11][C:12]2[S:13][CH:14]=[CH:15][N:16]=2)=[O:10])[CH2:22][CH2:21][CH2:20][CH2:19]1. The catalyst class is: 7. (2) Reactant: [C:1]([O:5][C:6]([N:8]1[CH2:13][CH2:12][CH:11]([NH:14][C:15]2[O:16][C:17]3[C:23]([OH:24])=[CH:22][CH:21]=[CH:20][C:18]=3[N:19]=2)[CH2:10][CH2:9]1)=[O:7])([CH3:4])([CH3:3])[CH3:2].C(=O)([O-])[O-].[K+].[K+].[CH3:31][O:32][C:33](=[O:38])[CH2:34][CH2:35][CH2:36]Br. Product: [C:1]([O:5][C:6]([N:8]1[CH2:13][CH2:12][CH:11]([NH:14][C:15]2[O:16][C:17]3[C:23]([O:24][CH2:36][CH2:35][CH2:34][C:33]([O:32][CH3:31])=[O:38])=[CH:22][CH:21]=[CH:20][C:18]=3[N:19]=2)[CH2:10][CH2:9]1)=[O:7])([CH3:4])([CH3:2])[CH3:3]. The catalyst class is: 23. (3) Reactant: [F:1][C:2]([F:13])([C:5]1[C:10]([F:11])=[CH:9][C:8]([CH3:12])=[CH:7][N:6]=1)[CH2:3][OH:4].CCN(C(C)C)C(C)C.[O:23](S(C(F)(F)F)(=O)=O)[S:24]([C:27]([F:30])([F:29])[F:28])(=O)=[O:25]. Product: [F:28][C:27]([F:30])([F:29])[S:24]([O:4][CH2:3][C:2]([F:1])([F:13])[C:5]1[C:10]([F:11])=[CH:9][C:8]([CH3:12])=[CH:7][N:6]=1)(=[O:25])=[O:23]. The catalyst class is: 28. (4) Reactant: Cl.[CH3:2][C:3]1[C:11]([C:12](=[S:14])[NH2:13])=[C:6]2[CH:7]=[CH:8][CH:9]=[CH:10][N:5]2[N:4]=1.Cl[CH:16]([C:22]([C:24]1[CH:29]=[CH:28][CH:27]=[CH:26][C:25]=1[F:30])=O)[C:17]([O:19][CH2:20][CH3:21])=[O:18]. Product: [F:30][C:25]1[CH:26]=[CH:27][CH:28]=[CH:29][C:24]=1[C:22]1[N:13]=[C:12]([C:11]2[C:3]([CH3:2])=[N:4][N:5]3[CH:10]=[CH:9][CH:8]=[CH:7][C:6]=23)[S:14][C:16]=1[C:17]([O:19][CH2:20][CH3:21])=[O:18]. The catalyst class is: 41.